From a dataset of Full USPTO retrosynthesis dataset with 1.9M reactions from patents (1976-2016). Predict the reactants needed to synthesize the given product. (1) Given the product [OH:17][CH2:18][C:19]1[CH:20]=[C:21]([N:25]2[CH2:30][CH2:29][N:28]([C:12]([C:7]3[NH:8][CH:9]=[N:10][C:11]=3[C:48]3[CH:53]=[CH:52][CH:51]=[CH:50][CH:49]=3)=[O:13])[CH2:27][CH2:26]2)[CH:22]=[CH:23][CH:24]=1, predict the reactants needed to synthesize it. The reactants are: C1([C:7]2([C:12](O)=[O:13])[CH2:11][NH:10][CH:9]=[N:8]2)C=CC=CC=1.Cl.Cl.[OH:17][CH2:18][C:19]1[CH:20]=[C:21]([N:25]2[CH2:30][CH2:29][NH:28][CH2:27][CH2:26]2)[CH:22]=[CH:23][CH:24]=1.Cl.CN(C)CCCN=C=NCC.O.ON1[C:49]2[CH:50]=[CH:51][CH:52]=[CH:53][C:48]=2N=N1. (2) Given the product [F:9][C:5]1[CH:4]=[C:3]([C:10]2[CH:15]=[CH:14][C:13]([S:16]([CH3:19])(=[O:18])=[O:17])=[CH:12][CH:11]=2)[C:2]([C:23]2[CH:24]=[CH:25][C:26]([O:27][CH3:28])=[C:21]([F:20])[CH:22]=2)=[CH:7][C:6]=1[F:8], predict the reactants needed to synthesize it. The reactants are: Br[C:2]1[CH:7]=[C:6]([F:8])[C:5]([F:9])=[CH:4][C:3]=1[C:10]1[CH:15]=[CH:14][C:13]([S:16]([CH3:19])(=[O:18])=[O:17])=[CH:12][CH:11]=1.[F:20][C:21]1[CH:22]=[C:23](B(O)O)[CH:24]=[CH:25][C:26]=1[O:27][CH3:28].